This data is from Catalyst prediction with 721,799 reactions and 888 catalyst types from USPTO. The task is: Predict which catalyst facilitates the given reaction. Reactant: [CH3:1][C:2]([CH3:19])([CH3:18])[C:3]([O:5][CH2:6][N:7]1[CH:15]=[N:14][C:13]2[C:8]1=[N:9][C:10](N)=[N:11][C:12]=2[Cl:16])=[O:4].[CH3:20][S:21]SC.N(OC(C)(C)C)=O. Product: [CH3:1][C:2]([CH3:19])([CH3:18])[C:3]([O:5][CH2:6][N:7]1[CH:15]=[N:14][C:13]2[C:8]1=[N:9][C:10]([S:21][CH3:20])=[N:11][C:12]=2[Cl:16])=[O:4]. The catalyst class is: 10.